From a dataset of Forward reaction prediction with 1.9M reactions from USPTO patents (1976-2016). Predict the product of the given reaction. (1) Given the reactants FC(F)(F)C(O)=O.[CH2:8]([O:15][C:16]([N:18]1[CH2:21][CH2:20][C@H:19]1[CH2:22][O:23][C:24]1[CH:25]=[C:26]([C:30]2[CH:31]=[C:32]([CH:42]=[CH:43][CH:44]=2)[CH2:33][NH:34]C(=O)OC(C)(C)C)[CH:27]=[N:28][CH:29]=1)=[O:17])[C:9]1[CH:14]=[CH:13][CH:12]=[CH:11][CH:10]=1.C([O-])(O)=O.[Na+].CCOC(C)=O.N, predict the reaction product. The product is: [CH2:8]([O:15][C:16]([N:18]1[CH2:21][CH2:20][C@H:19]1[CH2:22][O:23][C:24]1[CH:25]=[C:26]([C:30]2[CH:31]=[C:32]([CH:42]=[CH:43][CH:44]=2)[CH2:33][NH2:34])[CH:27]=[N:28][CH:29]=1)=[O:17])[C:9]1[CH:14]=[CH:13][CH:12]=[CH:11][CH:10]=1. (2) Given the reactants [Cl:1][C:2]1[CH:7]=[CH:6][CH:5]=[C:4]([F:8])[CH:3]=1.CS(O)(=O)=O.[N+:14]([O-])([O-:16])=[O:15].[Na+], predict the reaction product. The product is: [Cl:1][C:2]1[CH:3]=[C:4]([F:8])[CH:5]=[CH:6][C:7]=1[N+:14]([O-:16])=[O:15]. (3) Given the reactants [NH2:1][C:2]1[NH:7][C:6](=[O:8])[N:5]([CH2:9][C:10]2[CH:15]=[CH:14][CH:13]=[CH:12][CH:11]=2)[C:4](=[O:16])[CH:3]=1.O.[N:18]([O-])=[O:19].[Na+], predict the reaction product. The product is: [NH2:1][C:2]1[NH:7][C:6](=[O:8])[N:5]([CH2:9][C:10]2[CH:11]=[CH:12][CH:13]=[CH:14][CH:15]=2)[C:4](=[O:16])[C:3]=1[N:18]=[O:19]. (4) Given the reactants C(OC([NH:8][C@H:9]([C:29](=[O:31])[NH2:30])[CH2:10][C:11]1[CH:16]=[CH:15][C:14]([O:17][C:18](=[O:22])[CH:19]([CH3:21])[CH3:20])=[C:13]([O:23][C:24](=[O:28])[CH:25]([CH3:27])[CH3:26])[CH:12]=1)=O)(C)(C)C.[ClH:32].O1CCOCC1, predict the reaction product. The product is: [Cl-:32].[C:24]([O:23][C:13]1[CH:12]=[C:11]([CH2:10][C@H:9]([NH3+:8])[C:29](=[O:31])[NH2:30])[CH:16]=[CH:15][C:14]=1[O:17][C:18](=[O:22])[CH:19]([CH3:21])[CH3:20])(=[O:28])[CH:25]([CH3:27])[CH3:26]. (5) Given the reactants CC(OI1(OC(C)=O)(OC(C)=O)OC(=O)C2C=CC=CC1=2)=O.Br[C:24]1[S:25][C:26]2[C:32]([O:33][S:34]([C:37]([F:40])([F:39])[F:38])(=[O:36])=[O:35])=[C:31]([C:41](=[O:47])[C:42]([O:44][CH2:45][CH3:46])=[O:43])[C:30]([CH3:48])=[CH:29][C:27]=2[N:28]=1.C(Cl)[Cl:50], predict the reaction product. The product is: [Cl:50][C:24]1[S:25][C:26]2[C:32]([O:33][S:34]([C:37]([F:40])([F:39])[F:38])(=[O:36])=[O:35])=[C:31]([C:41](=[O:47])[C:42]([O:44][CH2:45][CH3:46])=[O:43])[C:30]([CH3:48])=[CH:29][C:27]=2[N:28]=1.